Dataset: Catalyst prediction with 721,799 reactions and 888 catalyst types from USPTO. Task: Predict which catalyst facilitates the given reaction. Reactant: [C:1]([NH:5][C:6](=[O:27])[C:7]1[CH:12]=[CH:11][CH:10]=[C:9]([CH2:13][N:14]2[C:22]3[C:17](=[CH:18][C:19]([N+:24]([O-])=O)=[CH:20][C:21]=3[Cl:23])[CH:16]=[CH:15]2)[CH:8]=1)([CH3:4])([CH3:3])[CH3:2].O.[Cl-].[Ca+2].[Cl-]. Product: [NH2:24][C:19]1[CH:18]=[C:17]2[C:22](=[C:21]([Cl:23])[CH:20]=1)[N:14]([CH2:13][C:9]1[CH:8]=[C:7]([CH:12]=[CH:11][CH:10]=1)[C:6]([NH:5][C:1]([CH3:3])([CH3:4])[CH3:2])=[O:27])[CH:15]=[CH:16]2. The catalyst class is: 8.